Dataset: Full USPTO retrosynthesis dataset with 1.9M reactions from patents (1976-2016). Task: Predict the reactants needed to synthesize the given product. (1) Given the product [CH2:13]([O:15][C:16](=[O:24])[C:17]([CH3:18])([CH:31]1[CH2:32][CH2:33][O:29][CH2:30]1)[CH:19]=[CH2:20])[CH3:14], predict the reactants needed to synthesize it. The reactants are: C(NC(C)C)(C)C.C([Li])CCC.[CH2:13]([O:15][C:16](=[O:24])[CH:17]([CH:19]1CCO[CH2:20]1)[CH3:18])[CH3:14].C(Br)=C.Cl.[O:29]1[CH2:33][CH2:32][CH2:31][CH2:30]1. (2) Given the product [OH:70][CH:67]([CH2:68][OH:69])[CH2:66][NH:65][C:4](=[O:5])[C:3]1[CH:7]=[CH:8][C:9]([C:11]2[N:15]=[C:14]([C:16]3[CH:21]=[CH:20][C:19]([C:22]4[CH:27]=[CH:26][CH:25]=[CH:24][C:23]=4[CH3:28])=[C:18]([CH2:29][O:30][CH3:31])[CH:17]=3)[O:13][N:12]=2)=[CH:10][C:2]=1[F:1], predict the reactants needed to synthesize it. The reactants are: [F:1][C:2]1[CH:10]=[C:9]([C:11]2[N:15]=[C:14]([C:16]3[CH:21]=[CH:20][C:19]([C:22]4[CH:27]=[CH:26][CH:25]=[CH:24][C:23]=4[CH3:28])=[C:18]([CH2:29][O:30][CH3:31])[CH:17]=3)[O:13][N:12]=2)[CH:8]=[CH:7][C:3]=1[C:4](O)=[O:5].C(N(C(C)C)C(C)C)C.CN(C(ON1N=NC2C=CC=NC1=2)=[N+](C)C)C.F[P-](F)(F)(F)(F)F.[NH2:65][CH2:66][CH:67]([OH:70])[CH2:68][OH:69]. (3) Given the product [F:27][C:28]1[CH:29]=[C:30]2[C:34](=[CH:35][CH:36]=1)[NH:33][CH:32]=[C:31]2[C:37]1[CH2:38][CH2:39][N:40]([CH2:12][CH:13]2[O:26][C:17]3=[C:18]4[C:23](=[CH:24][CH:25]=[C:16]3[O:15][CH2:14]2)[N:22]=[CH:21][CH:20]=[N:19]4)[CH2:41][CH:42]=1, predict the reactants needed to synthesize it. The reactants are: CC1C=CC(S(O[CH2:12][C@@H:13]2[O:26][C:17]3=[C:18]4[C:23](=[CH:24][CH:25]=[C:16]3[O:15][CH2:14]2)[N:22]=[CH:21][CH:20]=[N:19]4)(=O)=O)=CC=1.[F:27][C:28]1[CH:29]=[C:30]2[C:34](=[CH:35][CH:36]=1)[NH:33][CH:32]=[C:31]2[C:37]1[CH2:38][CH2:39][NH:40][CH2:41][CH:42]=1.